This data is from Peptide-MHC class II binding affinity with 134,281 pairs from IEDB. The task is: Regression. Given a peptide amino acid sequence and an MHC pseudo amino acid sequence, predict their binding affinity value. This is MHC class II binding data. The peptide sequence is TCDDPRFQDSSSSKAPPPSLPSPSRLPGPSDTPILPQ. The MHC is DRB1_0701 with pseudo-sequence DRB1_0701. The binding affinity (normalized) is 0.417.